From a dataset of Forward reaction prediction with 1.9M reactions from USPTO patents (1976-2016). Predict the product of the given reaction. (1) Given the reactants [Na].[CH3:2][CH:3]([SH:5])[CH3:4].[N+:6]([C:9]1[CH:10]=[C:11]([CH:14]=[CH:15][CH:16]=1)[CH2:12]Cl)([O-:8])=[O:7], predict the reaction product. The product is: [N+:6]([C:9]1[CH:16]=[CH:15][CH:14]=[C:11]([CH2:12][S:5][CH:3]([CH3:4])[CH3:2])[CH:10]=1)([O-:8])=[O:7]. (2) Given the reactants [C:1]1([C:11]2[CH:16]=[CH:15][CH:14]=[CH:13][CH:12]=2)[C:2]([S:7](Cl)(=[O:9])=[O:8])=[CH:3][CH:4]=[CH:5][CH:6]=1.[CH2:17]1[CH:21]2[CH2:22][NH:23][CH2:24][CH:20]2[CH2:19][N:18]1[C:25]1[CH:34]=[N:33][C:32]2[C:27](=[CH:28][CH:29]=[CH:30][CH:31]=2)[N:26]=1, predict the reaction product. The product is: [C:1]1([C:11]2[CH:16]=[CH:15][CH:14]=[CH:13][CH:12]=2)[CH:6]=[CH:5][CH:4]=[CH:3][C:2]=1[S:7]([N:23]1[CH2:22][CH:21]2[CH2:17][N:18]([C:25]3[CH:34]=[N:33][C:32]4[C:27](=[CH:28][CH:29]=[CH:30][CH:31]=4)[N:26]=3)[CH2:19][CH:20]2[CH2:24]1)(=[O:9])=[O:8]. (3) Given the reactants Br[C:2]1[CH:10]=[C:9]2[C:5]([C:6]([CH2:17][CH3:18])=[N:7][N:8]2[C:11]2[CH:16]=[CH:15][CH:14]=[CH:13][CH:12]=2)=[CH:4][CH:3]=1.[Li]CCCC.[B:24](OCCC)([O:29]CCC)[O:25]CCC, predict the reaction product. The product is: [CH2:17]([C:6]1[C:5]2[C:9](=[CH:10][C:2]([B:24]([OH:29])[OH:25])=[CH:3][CH:4]=2)[N:8]([C:11]2[CH:16]=[CH:15][CH:14]=[CH:13][CH:12]=2)[N:7]=1)[CH3:18].